From a dataset of Forward reaction prediction with 1.9M reactions from USPTO patents (1976-2016). Predict the product of the given reaction. (1) Given the reactants [CH:1]1([CH2:4][O:5][C:6]2[CH:15]=[N:14][C:13]3[C:12](=O)[NH:11][CH:10]=[N:9][C:8]=3[CH:7]=2)[CH2:3][CH2:2]1.P(Cl)(Cl)([Cl:19])=O.CCN(C(C)C)C(C)C, predict the reaction product. The product is: [Cl:19][C:12]1[C:13]2[N:14]=[CH:15][C:6]([O:5][CH2:4][CH:1]3[CH2:3][CH2:2]3)=[CH:7][C:8]=2[N:9]=[CH:10][N:11]=1. (2) Given the reactants [C:1]([O:5][C:6](=[O:26])[N:7]([CH2:9][C:10]1[C:11]2[C:16]([C:17]([CH:24]=O)=[C:18]3[C:23]=1[CH:22]=[CH:21][CH:20]=[CH:19]3)=[CH:15][CH:14]=[CH:13][CH:12]=2)[CH3:8])([CH3:4])([CH3:3])[CH3:2].[CH3:27][NH2:28].[BH4-].[Na+], predict the reaction product. The product is: [C:1]([O:5][C:6](=[O:26])[N:7]([CH3:8])[CH2:9][C:10]1[C:11]2[C:16]([C:17]([CH2:24][NH:28][CH3:27])=[C:18]3[C:23]=1[CH:22]=[CH:21][CH:20]=[CH:19]3)=[CH:15][CH:14]=[CH:13][CH:12]=2)([CH3:2])([CH3:4])[CH3:3]. (3) The product is: [Br:1][C:2]1[CH:3]=[CH:4][CH:5]=[C:6]2[C:10]=1[N:9]([CH3:11])[N:8]=[C:7]2[NH:12][CH3:13]. Given the reactants [Br:1][C:2]1[CH:3]=[CH:4][CH:5]=[C:6]2[C:10]=1[N:9]([CH3:11])[N:8]=[C:7]2[N:12](C)[C:13](=O)C(F)(F)F.[OH-].[Na+], predict the reaction product. (4) Given the reactants [C:1]([N:4]1[C:13]2[C:8](=[CH:9][C:10]([C:15]([OH:17])=O)=[C:11]([F:14])[CH:12]=2)[C@H:7]([NH:18][C:19]2[N:24]=[C:23]([CH3:25])[CH:22]=[CH:21][N:20]=2)[C@@H:6]([CH3:26])[C@@H:5]1[CH:27]1[CH2:29][CH2:28]1)(=[O:3])[CH3:2].C[N:31](C(ON1N=NC2C=CC=NC1=2)=[N+](C)C)C.F[P-](F)(F)(F)(F)F.CCN(C(C)C)C(C)C.[Cl-].[NH4+], predict the reaction product. The product is: [C:1]([N:4]1[C:13]2[C:8](=[CH:9][C:10]([C:15]([NH2:31])=[O:17])=[C:11]([F:14])[CH:12]=2)[C@H:7]([NH:18][C:19]2[N:24]=[C:23]([CH3:25])[CH:22]=[CH:21][N:20]=2)[C@@H:6]([CH3:26])[C@@H:5]1[CH:27]1[CH2:28][CH2:29]1)(=[O:3])[CH3:2]. (5) Given the reactants Cl.FC1C=C(C=CC=1)CN1C=C(C2C3C(=NC=C(C4C=CC(C5CCNCC5)=CC=4)C=3)N(S(C3C=CC(C)=CC=3)(=O)=O)C=2)C=N1.[F:46][C:47]1[C:48]([N:85]2[CH2:90][CH2:89][N:88]([CH2:91][C@H:92]([OH:94])[CH3:93])[CH2:87][CH2:86]2)=[N:49][CH:50]=[C:51]([C:53]2[CH:54]=[C:55]3[C:61]([C:62]4[CH:63]=[N:64][N:65]([CH2:67][C:68]5[CH:73]=[CH:72][CH:71]=[C:70]([F:74])[CH:69]=5)[CH:66]=4)=[CH:60][N:59](S(C4C=CC(C)=CC=4)(=O)=O)[C:56]3=[N:57][CH:58]=2)[CH:52]=1.[OH-].[Li+], predict the reaction product. The product is: [F:46][C:47]1[C:48]([N:85]2[CH2:90][CH2:89][N:88]([CH2:91][C@H:92]([OH:94])[CH3:93])[CH2:87][CH2:86]2)=[N:49][CH:50]=[C:51]([C:53]2[CH:54]=[C:55]3[C:61]([C:62]4[CH:63]=[N:64][N:65]([CH2:67][C:68]5[CH:73]=[CH:72][CH:71]=[C:70]([F:74])[CH:69]=5)[CH:66]=4)=[CH:60][NH:59][C:56]3=[N:57][CH:58]=2)[CH:52]=1.